The task is: Regression. Given two drug SMILES strings and cell line genomic features, predict the synergy score measuring deviation from expected non-interaction effect.. This data is from NCI-60 drug combinations with 297,098 pairs across 59 cell lines. (1) Drug 1: CC1=C(C(=CC=C1)Cl)NC(=O)C2=CN=C(S2)NC3=CC(=NC(=N3)C)N4CCN(CC4)CCO. Drug 2: CCN(CC)CCCC(C)NC1=C2C=C(C=CC2=NC3=C1C=CC(=C3)Cl)OC. Cell line: ACHN. Synergy scores: CSS=35.7, Synergy_ZIP=-9.71, Synergy_Bliss=-6.30, Synergy_Loewe=-7.86, Synergy_HSA=-1.78. (2) Drug 1: CC1=C2C(C(=O)C3(C(CC4C(C3C(C(C2(C)C)(CC1OC(=O)C(C(C5=CC=CC=C5)NC(=O)OC(C)(C)C)O)O)OC(=O)C6=CC=CC=C6)(CO4)OC(=O)C)OC)C)OC. Drug 2: CC1CCC2CC(C(=CC=CC=CC(CC(C(=O)C(C(C(=CC(C(=O)CC(OC(=O)C3CCCCN3C(=O)C(=O)C1(O2)O)C(C)CC4CCC(C(C4)OC)O)C)C)O)OC)C)C)C)OC. Cell line: SW-620. Synergy scores: CSS=29.4, Synergy_ZIP=-5.60, Synergy_Bliss=-8.47, Synergy_Loewe=-10.2, Synergy_HSA=-4.70. (3) Drug 1: CN1CCC(CC1)COC2=C(C=C3C(=C2)N=CN=C3NC4=C(C=C(C=C4)Br)F)OC. Drug 2: CC1=C(C(CCC1)(C)C)C=CC(=CC=CC(=CC(=O)O)C)C. Cell line: SF-539. Synergy scores: CSS=12.3, Synergy_ZIP=-5.05, Synergy_Bliss=-3.66, Synergy_Loewe=-2.58, Synergy_HSA=-1.15.